The task is: Predict the reactants needed to synthesize the given product.. This data is from Full USPTO retrosynthesis dataset with 1.9M reactions from patents (1976-2016). Given the product [NH2:26][CH2:25][CH2:24][CH2:23][O:22][C:18]1[CH:17]=[C:16]([Cl:27])[C:15]([C:14]([NH:13][C:10]2[CH:11]=[CH:12][C:7]([CH2:6][C@H:5]([NH:29][C:30](=[O:49])[C:31]3[CH:36]=[CH:35][C:34]([C:37](=[O:47])[NH:38][CH2:39][C:40]4[CH:45]=[CH:44][CH:43]=[C:42]([OH:46])[CH:41]=4)=[CH:33][C:32]=3[Cl:48])[C:4]([OH:50])=[O:3])=[CH:8][CH:9]=2)=[O:28])=[C:20]([Cl:21])[CH:19]=1, predict the reactants needed to synthesize it. The reactants are: Cl.C[O:3][C:4](=[O:50])[C@@H:5]([NH:29][C:30](=[O:49])[C:31]1[CH:36]=[CH:35][C:34]([C:37](=[O:47])[NH:38][CH2:39][C:40]2[CH:45]=[CH:44][CH:43]=[C:42]([OH:46])[CH:41]=2)=[CH:33][C:32]=1[Cl:48])[CH2:6][C:7]1[CH:12]=[CH:11][C:10]([NH:13][C:14](=[O:28])[C:15]2[C:20]([Cl:21])=[CH:19][C:18]([O:22][CH2:23][CH2:24][CH2:25][NH2:26])=[CH:17][C:16]=2[Cl:27])=[CH:9][CH:8]=1.[OH-].[Na+].Cl.